Dataset: CYP2C19 inhibition data for predicting drug metabolism from PubChem BioAssay. Task: Regression/Classification. Given a drug SMILES string, predict its absorption, distribution, metabolism, or excretion properties. Task type varies by dataset: regression for continuous measurements (e.g., permeability, clearance, half-life) or binary classification for categorical outcomes (e.g., BBB penetration, CYP inhibition). Dataset: cyp2c19_veith. (1) The drug is CO[C@@H]1C[C@H](O[C@H]2[C@@H](C)[C@H](O[C@@H]3O[C@@H](C)C[C@@H](N(C)C)[C@@H]3OC(C)=O)[C@H](C)C[C@]3(CO3)C(=O)[C@H](C)[C@H](OC(C)=O)[C@H](C)[C@H](C)OC(=O)[C@@H]2C)O[C@H](C)[C@@H]1OC(C)=O. The result is 0 (non-inhibitor). (2) The molecule is CC1(C)O[C@@H]2[C@@H](CO[C@@H]2c2[nH]nc3c(=O)[nH]c(=O)[nH]c23)O1. The result is 0 (non-inhibitor). (3) The compound is Cc1ccc(C2CC(=O)c3cnc(N4CCc5ccccc5C4)nc3C2)cc1. The result is 1 (inhibitor). (4) The drug is O=C(CSc1nnc2c3ccccc3c3ccccc3c2n1)Nc1ccccc1. The result is 1 (inhibitor). (5) The molecule is Cc1ccc(CONC(=O)/N=C/N(C)C)cc1. The result is 1 (inhibitor). (6) The drug is NS(=O)(=O)c1cccc2c1c([N+](=O)[O-])cc1nc([O-])c([O-])nc12.[Na+].[Na+]. The result is 0 (non-inhibitor).